From a dataset of Full USPTO retrosynthesis dataset with 1.9M reactions from patents (1976-2016). Predict the reactants needed to synthesize the given product. (1) Given the product [C:15]([C@:9]1([CH2:10][OH:11])[O:8][C@@H:7]([N:17]2[C:26]3[N:25]=[C:24]([F:27])[N:23]=[C:21]([NH2:22])[C:20]=3[N:19]=[CH:18]2)[CH2:6][C@@H:5]1[OH:4])#[N:16], predict the reactants needed to synthesize it. The reactants are: C([O:4][C@@H:5]1[C@@:9]([C:15]#[N:16])([CH2:10][O:11]C(=O)C)[O:8][C@@H:7]([N:17]2[C:26]3[N:25]=[C:24]([F:27])[N:23]=[C:21]([NH2:22])[C:20]=3[N:19]=[CH:18]2)[CH2:6]1)(=O)C.N. (2) The reactants are: [Cl:1][C:2]1[C:7]([CH2:8][CH2:9][CH:10]=O)=[CH:6][N:5]=[C:4]2[N:12]([S:15]([C:18]3[CH:24]=[CH:23][C:21]([CH3:22])=[CH:20][CH:19]=3)(=[O:17])=[O:16])[CH:13]=[CH:14][C:3]=12.[CH2:25]([C@H:27]1[C@@H:31]([N:32]=C=O)[CH2:30][C@@H:29]([NH:35][S:36]([CH:39]2[CH2:41][CH2:40]2)(=[O:38])=[O:37])[CH2:28]1)[CH3:26].C(O)(=O)C.C(O[BH-](OC(=O)C)OC(=O)C)(=O)C.[Na+].C([O-])(O)=O.[Na+]. Given the product [Cl:1][C:2]1[C:7]([CH2:8][CH2:9][CH2:10][NH:32][C@@H:31]2[C@H:27]([CH2:25][CH3:26])[CH2:28][C@H:29]([NH:35][S:36]([CH:39]3[CH2:41][CH2:40]3)(=[O:38])=[O:37])[CH2:30]2)=[CH:6][N:5]=[C:4]2[N:12]([S:15]([C:18]3[CH:24]=[CH:23][C:21]([CH3:22])=[CH:20][CH:19]=3)(=[O:17])=[O:16])[CH:13]=[CH:14][C:3]=12, predict the reactants needed to synthesize it. (3) Given the product [CH:1]1([C:4]2[C:5]([N:24]([C:30]3[CH:35]=[CH:34][C:33]([N+:36]([O-:38])=[O:37])=[C:32]([C:39]([F:40])([F:42])[F:41])[CH:31]=3)[S:25]([CH3:28])(=[O:27])=[O:26])=[CH:6][C:7]3[O:11][C:10]([C:12]4[CH:17]=[CH:16][C:15]([F:18])=[CH:14][CH:13]=4)=[C:9]([C:19]([NH:21][CH3:22])=[O:20])[C:8]=3[CH:23]=2)[CH2:3][CH2:2]1, predict the reactants needed to synthesize it. The reactants are: [CH:1]1([C:4]2[C:5]([NH:24][S:25]([CH3:28])(=[O:27])=[O:26])=[CH:6][C:7]3[O:11][C:10]([C:12]4[CH:17]=[CH:16][C:15]([F:18])=[CH:14][CH:13]=4)=[C:9]([C:19]([NH:21][CH3:22])=[O:20])[C:8]=3[CH:23]=2)[CH2:3][CH2:2]1.F[C:30]1[CH:35]=[CH:34][C:33]([N+:36]([O-:38])=[O:37])=[C:32]([C:39]([F:42])([F:41])[F:40])[CH:31]=1.C([O-])([O-])=O.[K+].[K+]. (4) Given the product [Cl:1][C:2]1[CH:3]=[CH:4][C:5]([C:8]2[C:12]([CH2:13][OH:14])=[CH:11][O:10][N:9]=2)=[CH:6][CH:7]=1, predict the reactants needed to synthesize it. The reactants are: [Cl:1][C:2]1[CH:7]=[CH:6][C:5]([C:8]2[C:12]([C:13](O)=[O:14])=[CH:11][O:10][N:9]=2)=[CH:4][CH:3]=1.C(N(CC)CC)C.C(OC(Cl)=O)C.[BH4-].[Na+]. (5) Given the product [OH:28][C@@H:24]1[C@@H:25]([OH:27])[CH2:26][N:22]([C:3]2[C:2]([C:31]3[CH:30]=[N:29][CH:34]=[CH:33][CH:32]=3)=[CH:21][C:6]([C:7]([NH:9][C:10]3[CH:15]=[CH:14][C:13]([O:16][C:17]([F:20])([F:19])[F:18])=[CH:12][CH:11]=3)=[O:8])=[CH:5][N:4]=2)[CH2:23]1, predict the reactants needed to synthesize it. The reactants are: Br[C:2]1[C:3]([N:22]2[CH2:26][C@H:25]([OH:27])[C@@H:24]([OH:28])[CH2:23]2)=[N:4][CH:5]=[C:6]([CH:21]=1)[C:7]([NH:9][C:10]1[CH:15]=[CH:14][C:13]([O:16][C:17]([F:20])([F:19])[F:18])=[CH:12][CH:11]=1)=[O:8].[N:29]1[CH:34]=[CH:33][CH:32]=[C:31](B(O)O)[CH:30]=1.